This data is from Forward reaction prediction with 1.9M reactions from USPTO patents (1976-2016). The task is: Predict the product of the given reaction. (1) Given the reactants B(Br)(Br)Br.[C:5]1([S:11]([NH:14][CH:15]([C:22]2[CH:27]=[CH:26][CH:25]=[C:24]([O:28]C)[CH:23]=2)[CH2:16][C:17]([O:19][CH2:20]C)=[O:18])(=[O:13])=[O:12])[CH:10]=[CH:9][CH:8]=[CH:7][CH:6]=1.CO, predict the reaction product. The product is: [C:5]1([S:11]([NH:14][CH:15]([C:22]2[CH:27]=[CH:26][CH:25]=[C:24]([OH:28])[CH:23]=2)[CH2:16][C:17]([O:19][CH3:20])=[O:18])(=[O:12])=[O:13])[CH:6]=[CH:7][CH:8]=[CH:9][CH:10]=1. (2) The product is: [C:31]([N:8]1[CH2:9][CH2:10][C:11]2[C:3]([C:1]#[N:2])=[C:4]([NH:12][C:13](=[O:22])/[CH:14]=[CH:15]/[C:16]3[CH:21]=[CH:20][CH:19]=[CH:18][CH:17]=3)[S:5][C:6]=2[CH2:7]1)(=[O:32])[CH3:30]. Given the reactants [C:1]([C:3]1[C:11]2[CH2:10][CH2:9][NH:8][CH2:7][C:6]=2[S:5][C:4]=1[NH:12][C:13](=[O:22])[CH:14]=[CH:15][C:16]1[CH:21]=[CH:20][CH:19]=[CH:18][CH:17]=1)#[N:2].N1C=CC=C(C=[CH:30][C:31](N)=[O:32])C=1.ClC(OCC)=S, predict the reaction product. (3) Given the reactants Br[C:2]1[S:3][CH:4]=[CH:5][C:6]=1[C:7]([OH:9])=[O:8].B(O)(O)[C:11]1[CH:12]=[CH:13][C:14]([CH3:17])=[CH:15][CH:16]=1, predict the reaction product. The product is: [C:14]1([CH3:17])[CH:15]=[CH:16][C:11]([C:2]2[S:3][CH:4]=[CH:5][C:6]=2[C:7]([OH:9])=[O:8])=[CH:12][CH:13]=1. (4) Given the reactants [C:1]([C:3]1[CH:17]=[C:16]([F:18])[CH:15]=[CH:14][C:4]=1[CH2:5][NH:6]C(=O)OC(C)(C)C)#[N:2].[F:19][C:20]([F:25])([F:24])[C:21]([OH:23])=[O:22], predict the reaction product. The product is: [F:19][C:20]([F:25])([F:24])[C:21]([OH:23])=[O:22].[NH2:6][CH2:5][C:4]1[CH:14]=[CH:15][C:16]([F:18])=[CH:17][C:3]=1[C:1]#[N:2]. (5) Given the reactants [C:1]1([C@@H:7]2[CH2:9][C@H:8]2[C:10](Cl)=[O:11])[CH:6]=[CH:5][CH:4]=[CH:3][CH:2]=1.[CH:13]([N:16]1[CH2:21][CH2:20][NH:19][CH2:18][CH2:17]1)([CH3:15])[CH3:14], predict the reaction product. The product is: [CH:13]([N:16]1[CH2:21][CH2:20][N:19]([C:10]([C@@H:8]2[CH2:9][C@H:7]2[C:1]2[CH:6]=[CH:5][CH:4]=[CH:3][CH:2]=2)=[O:11])[CH2:18][CH2:17]1)([CH3:15])[CH3:14].